From a dataset of Forward reaction prediction with 1.9M reactions from USPTO patents (1976-2016). Predict the product of the given reaction. (1) Given the reactants [OH:1][C:2]1[CH:11]=[C:10]2[C:5]([C:6](=[O:20])[C:7]([C:12]3[CH:17]=[CH:16][CH:15]=[C:14]([O:18][CH3:19])[CH:13]=3)=[CH:8][O:9]2)=[CH:4][CH:3]=1.[C:21](OC(=O)C)(=[O:23])[CH3:22], predict the reaction product. The product is: [C:21]([O:1][C:2]1[CH:11]=[C:10]2[C:5]([C:6](=[O:20])[C:7]([C:12]3[CH:17]=[CH:16][CH:15]=[C:14]([O:18][CH3:19])[CH:13]=3)=[CH:8][O:9]2)=[CH:4][CH:3]=1)(=[O:23])[CH3:22]. (2) Given the reactants [Cl:1][C:2]1[CH:3]=[C:4]([CH:24]=[CH:25][C:26]=1[O:27][C:28]1[CH:33]=[CH:32][C:31]([F:34])=[C:30]([F:35])[CH:29]=1)[CH2:5][O:6][C:7]1[CH:8]=[C:9]2[N:16](C(OC(C)(C)C)=O)[CH2:15][CH2:14][N:10]2[C:11](=[O:13])[N:12]=1, predict the reaction product. The product is: [Cl:1][C:2]1[CH:3]=[C:4]([CH:24]=[CH:25][C:26]=1[O:27][C:28]1[CH:33]=[CH:32][C:31]([F:34])=[C:30]([F:35])[CH:29]=1)[CH2:5][O:6][C:7]1[CH:8]=[C:9]2[NH:16][CH2:15][CH2:14][N:10]2[C:11](=[O:13])[N:12]=1. (3) Given the reactants [C:1]([O:9][CH:10]1[CH2:34][CH2:33][C@@:32]2([CH3:35])[CH:12]([CH2:13][CH2:14][C:15]3[C:16]4[C@:28]([CH3:36])([CH2:29][CH2:30][C:31]=32)[C@@H:19]([C@H:20]([CH3:27])[CH2:21][CH2:22][CH2:23][CH:24]([CH3:26])[CH3:25])[CH2:18][CH:17]=4)[C:11]1([CH3:38])[CH3:37])(=[O:8])[C:2]1[CH:7]=[CH:6][CH:5]=[CH:4][CH:3]=1.B.[OH-:40].[Na+].OO, predict the reaction product. The product is: [C:1]([O:9][CH:10]1[CH2:34][CH2:33][C@@:32]2([CH3:35])[CH:12]([CH2:13][CH2:14][C:15]3[C@H:16]4[C@:28]([CH3:36])([CH2:29][CH2:30][C:31]=32)[C@@H:19]([C@H:20]([CH3:27])[CH2:21][CH2:22][CH2:23][CH:24]([CH3:26])[CH3:25])[CH2:18][CH:17]4[OH:40])[C:11]1([CH3:38])[CH3:37])(=[O:8])[C:2]1[CH:7]=[CH:6][CH:5]=[CH:4][CH:3]=1. (4) The product is: [CH:1]1(/[C:7](=[N:44]/[O:45][CH3:46])/[CH2:8][N:9]2[C:14](=[O:15])[C:13]([CH2:16][C:17]3[CH:18]=[CH:19][C:20]([C:23]4[CH:28]=[CH:27][CH:26]=[CH:25][C:24]=4[C:29]4[NH:33][C:32](=[O:34])[O:31][N:30]=4)=[CH:21][CH:22]=3)=[C:12]([CH2:35][CH2:36][CH3:37])[N:11]3[N:38]=[C:39]([CH3:41])[N:40]=[C:10]23)[CH2:6][CH2:5][CH2:4][CH2:3][CH2:2]1. Given the reactants [CH:1]1([C:7](=O)[CH2:8][N:9]2[C:14](=[O:15])[C:13]([CH2:16][C:17]3[CH:22]=[CH:21][C:20]([C:23]4[CH:28]=[CH:27][CH:26]=[CH:25][C:24]=4[C:29]4[NH:33][C:32](=[O:34])[O:31][N:30]=4)=[CH:19][CH:18]=3)=[C:12]([CH2:35][CH2:36][CH3:37])[N:11]3[N:38]=[C:39]([CH3:41])[N:40]=[C:10]23)[CH2:6][CH2:5][CH2:4][CH2:3][CH2:2]1.Cl.[NH2:44][O:45][CH3:46].N1C=CC=CC=1.Cl, predict the reaction product. (5) Given the reactants [Cl:1][C:2]1[CH:3]=[C:4]2[C:8](=[CH:9][CH:10]=1)[NH:7][CH:6]=[C:5]2[CH2:11][CH2:12][NH:13][C:14](=[O:23])[C:15]1[CH:20]=[CH:19][CH:18]=[C:17]([CH2:21]Cl)[CH:16]=1.[Cl:24][C:25]1[CH:30]=[CH:29][C:28](B(O)O)=[CH:27][CH:26]=1.C(=O)([O-])[O-].[Na+].[Na+].[I-].[Na+], predict the reaction product. The product is: [Cl:1][C:2]1[CH:3]=[C:4]2[C:8](=[CH:9][CH:10]=1)[NH:7][CH:6]=[C:5]2[CH2:11][CH2:12][NH:13][C:14](=[O:23])[C:15]1[CH:20]=[CH:19][CH:18]=[C:17]([CH2:21][C:28]2[CH:29]=[CH:30][C:25]([Cl:24])=[CH:26][CH:27]=2)[CH:16]=1. (6) Given the reactants [CH2:1]([O:8][C@@H:9]1[C@H:13]([O:14][CH2:15][C:16]2[CH:21]=[CH:20][CH:19]=[CH:18][CH:17]=2)[C@@H:12]([CH2:22][O:23][CH2:24][C:25]2[CH:30]=[CH:29][CH:28]=[CH:27][CH:26]=2)[O:11][C@H:10]1[C:31]1[N:39]2[C:34]([C:35](SC)=[N:36][CH:37]=[N:38]2)=[CH:33][CH:32]=1)[C:2]1[CH:7]=[CH:6][CH:5]=[CH:4][CH:3]=1.[NH3:42], predict the reaction product. The product is: [CH2:1]([O:8][C@@H:9]1[C@H:13]([O:14][CH2:15][C:16]2[CH:21]=[CH:20][CH:19]=[CH:18][CH:17]=2)[C@@H:12]([CH2:22][O:23][CH2:24][C:25]2[CH:30]=[CH:29][CH:28]=[CH:27][CH:26]=2)[O:11][C@H:10]1[C:31]1[N:39]2[C:34]([C:35]([NH2:42])=[N:36][CH:37]=[N:38]2)=[CH:33][CH:32]=1)[C:2]1[CH:7]=[CH:6][CH:5]=[CH:4][CH:3]=1.